The task is: Regression. Given two drug SMILES strings and cell line genomic features, predict the synergy score measuring deviation from expected non-interaction effect.. This data is from NCI-60 drug combinations with 297,098 pairs across 59 cell lines. (1) Synergy scores: CSS=-1.12, Synergy_ZIP=-1.52, Synergy_Bliss=-6.71, Synergy_Loewe=-14.0, Synergy_HSA=-10.3. Cell line: OVCAR-4. Drug 1: CN1CCC(CC1)COC2=C(C=C3C(=C2)N=CN=C3NC4=C(C=C(C=C4)Br)F)OC. Drug 2: C1=CC(=CC=C1CC(C(=O)O)N)N(CCCl)CCCl.Cl. (2) Drug 1: CC1=C2C(C(=O)C3(C(CC4C(C3C(C(C2(C)C)(CC1OC(=O)C(C(C5=CC=CC=C5)NC(=O)C6=CC=CC=C6)O)O)OC(=O)C7=CC=CC=C7)(CO4)OC(=O)C)O)C)OC(=O)C. Drug 2: CCN(CC)CCCC(C)NC1=C2C=C(C=CC2=NC3=C1C=CC(=C3)Cl)OC. Cell line: NCI/ADR-RES. Synergy scores: CSS=11.5, Synergy_ZIP=-7.32, Synergy_Bliss=-2.95, Synergy_Loewe=-5.17, Synergy_HSA=-1.34.